Predict which catalyst facilitates the given reaction. From a dataset of Catalyst prediction with 721,799 reactions and 888 catalyst types from USPTO. (1) Reactant: [F:1][C:2]([F:48])([F:47])[C:3]1[CH:4]=[C:5]([CH:40]=[C:41]([C:43]([F:46])([F:45])[F:44])[CH:42]=1)[CH2:6][N:7]1[C:11]([C:12]2[CH:13]=[N:14][CH:15]=[CH:16][CH:17]=2)=[C:10]([C:18]([C:20]2[C:21]([CH2:32][O:33]C3CCCCO3)=[N:22][O:23][C:24]=2[C:25]2[CH:30]=[CH:29][CH:28]=[CH:27][C:26]=2[Cl:31])=[O:19])[N:9]=[CH:8]1.C(O)(=O)C.O. Product: [F:47][C:2]([F:1])([F:48])[C:3]1[CH:4]=[C:5]([CH:40]=[C:41]([C:43]([F:44])([F:45])[F:46])[CH:42]=1)[CH2:6][N:7]1[C:11]([C:12]2[CH:13]=[N:14][CH:15]=[CH:16][CH:17]=2)=[C:10]([C:18]([C:20]2[C:21]([CH2:32][OH:33])=[N:22][O:23][C:24]=2[C:25]2[CH:30]=[CH:29][CH:28]=[CH:27][C:26]=2[Cl:31])=[O:19])[N:9]=[CH:8]1. The catalyst class is: 1. (2) Reactant: [CH:1]([N:3]([CH2:12][C@@H:13]([CH2:40][CH2:41][CH2:42][CH3:43])[C:14]([N:16]1[C@H:20]([C:21]([NH:23][C:24]2[CH:29]=[CH:28][CH:27]=[CH:26][N:25]=2)=[O:22])[CH2:19][CH2:18][N:17]1[C:30]([O:32][CH2:33][C:34]1[CH:39]=[CH:38][CH:37]=[CH:36][CH:35]=1)=[O:31])=[O:15])[O:4][CH2:5][C:6]1[CH:11]=[CH:10][CH:9]=[CH:8][CH:7]=1)=[O:2].C(N)(N)=[O:45].OO.C1(=O)C2C=CC=CC=2C(=O)O1. Product: [CH:1]([N:3]([CH2:12][C@@H:13]([CH2:40][CH2:41][CH2:42][CH3:43])[C:14]([N:16]1[C@H:20]([C:21]([NH:23][C:24]2[CH:29]=[CH:28][CH:27]=[CH:26][N+:25]=2[O-:45])=[O:22])[CH2:19][CH2:18][N:17]1[C:30]([O:32][CH2:33][C:34]1[CH:35]=[CH:36][CH:37]=[CH:38][CH:39]=1)=[O:31])=[O:15])[O:4][CH2:5][C:6]1[CH:11]=[CH:10][CH:9]=[CH:8][CH:7]=1)=[O:2]. The catalyst class is: 25. (3) Reactant: [CH3:1][O:2][C:3]1[N:4]=[CH:5][C:6]([C:9](=[O:11])[CH3:10])=[N:7][CH:8]=1.[Br-:12].[Br-].[Br-].C([N+](CCCC)(CCCC)CCCC)CCC.C([N+](CCCC)(CCCC)CCCC)CCC.C([N+](CCCC)(CCCC)CCCC)CCC.S([O-])([O-])(=O)=S.[Na+].[Na+]. Product: [Br:12][CH2:10][C:9]([C:6]1[CH:5]=[N:4][C:3]([O:2][CH3:1])=[CH:8][N:7]=1)=[O:11]. The catalyst class is: 22.